This data is from Full USPTO retrosynthesis dataset with 1.9M reactions from patents (1976-2016). The task is: Predict the reactants needed to synthesize the given product. (1) Given the product [CH3:1][N:2]1[C:10]([CH2:11][CH:12]2[CH2:17][CH2:16][NH:15][CH2:14][CH2:13]2)=[N:9][C:8]2[C:3]1=[N:4][C:5]([N:31]1[C:35]3[CH:36]=[CH:37][CH:38]=[CH:39][C:34]=3[N:33]=[C:32]1[CH3:40])=[N:6][C:7]=2[N:25]1[CH2:26][CH2:27][O:28][CH2:29][CH2:30]1, predict the reactants needed to synthesize it. The reactants are: [CH3:1][N:2]1[C:10]([CH2:11][CH:12]2[CH2:17][CH2:16][N:15](C(OC(C)(C)C)=O)[CH2:14][CH2:13]2)=[N:9][C:8]2[C:3]1=[N:4][C:5]([N:31]1[C:35]3[CH:36]=[CH:37][CH:38]=[CH:39][C:34]=3[N:33]=[C:32]1[CH3:40])=[N:6][C:7]=2[N:25]1[CH2:30][CH2:29][O:28][CH2:27][CH2:26]1.Cl. (2) Given the product [CH2:1]([O:8][C:9]1[C:10]([F:18])=[CH:11][C:12]([N+:15]([O-:17])=[O:16])=[C:13]([CH2:25][C:26]#[N:27])[CH:14]=1)[C:2]1[CH:3]=[CH:4][CH:5]=[CH:6][CH:7]=1, predict the reactants needed to synthesize it. The reactants are: [CH2:1]([O:8][C:9]1[CH:14]=[CH:13][C:12]([N+:15]([O-:17])=[O:16])=[CH:11][C:10]=1[F:18])[C:2]1[CH:7]=[CH:6][CH:5]=[CH:4][CH:3]=1.ClC1C=CC(O[CH2:25][C:26]#[N:27])=CC=1.CC(C)([O-])C.[K+].Cl. (3) Given the product [C:4]([C:3]1[CH:6]=[CH:7][CH:8]=[CH:9][C:2]=1[O:1][CH2:17][C:18]([O:20][CH3:21])=[O:19])#[N:5], predict the reactants needed to synthesize it. The reactants are: [OH:1][C:2]1[CH:9]=[CH:8][CH:7]=[CH:6][C:3]=1[C:4]#[N:5].C(=O)([O-])[O-].[K+].[K+].Br[CH2:17][C:18]([O:20][CH3:21])=[O:19]. (4) Given the product [C:18]([C:15]1[CH:16]=[CH:17][C:12]([C:9]2([O:8][CH:1]([CH3:2])[CH3:32])[CH2:10][CH2:11]2)=[C:13]([CH3:31])[CH:14]=1)#[CH:19], predict the reactants needed to synthesize it. The reactants are: [CH2:1]([O:8][C:9]1([C:12]2[CH:17]=[CH:16][C:15]([C:18]#[C:19]C3C=CC(CC(OC)=O)=CC=3)=[CH:14][C:13]=2[CH3:31])[CH2:11][CH2:10]1)[C:2]1C=CC=CC=1.[C:32](=O)([O-])[O-].[K+].[K+]. (5) The reactants are: [CH3:1][N:2]1[C:6]2[CH:7]=[CH:8][C:9]([C:11](O)=[O:12])=[CH:10][C:5]=2[N:4]=[C:3]1[NH:14][C:15]1[S:16][C:17]2[CH:23]=[C:22]([O:24][C:25]([F:28])([F:27])[F:26])[CH:21]=[CH:20][C:18]=2[N:19]=1.[NH2:29][CH2:30][C:31]([N:33]([CH3:35])[CH3:34])=[O:32].CN(C(ON1N=NC2C=CC=CC1=2)=[N+](C)C)C.F[P-](F)(F)(F)(F)F.CCN(C(C)C)C(C)C. Given the product [CH3:34][N:33]([CH3:35])[C:31]([CH2:30][NH:29][C:11]([C:9]1[CH:8]=[CH:7][C:6]2[N:2]([CH3:1])[C:3]([NH:14][C:15]3[S:16][C:17]4[CH:23]=[C:22]([O:24][C:25]([F:27])([F:26])[F:28])[CH:21]=[CH:20][C:18]=4[N:19]=3)=[N:4][C:5]=2[CH:10]=1)=[O:12])=[O:32], predict the reactants needed to synthesize it. (6) Given the product [OH:8][C:9]1[CH:10]=[CH:11][C:12]([N:15]([C:56]2[CH:57]=[CH:58][CH:59]=[CH:60][CH:61]=2)[C:16]([C:18]2[CH:19]=[C:20]([C:27]3[CH:28]=[C:29]4[C:33](=[CH:34][C:35]=3[C:36]([N:38]3[C@H:47]([CH3:48])[CH2:46][C:45]5[C:40](=[CH:41][CH:42]=[CH:43][CH:44]=5)[CH2:39]3)=[O:37])[CH2:32][N:31]([C:49]([O:51][C:52]([CH3:55])([CH3:54])[CH3:53])=[O:50])[CH2:30]4)[N:21]3[C:26]=2[CH2:25][CH2:24][CH2:23][CH2:22]3)=[O:17])=[CH:13][CH:14]=1, predict the reactants needed to synthesize it. The reactants are: C([O:8][C:9]1[CH:14]=[CH:13][C:12]([N:15]([C:56]2[CH:61]=[CH:60][CH:59]=[CH:58][CH:57]=2)[C:16]([C:18]2[CH:19]=[C:20]([C:27]3[CH:28]=[C:29]4[C:33](=[CH:34][C:35]=3[C:36]([N:38]3[C@H:47]([CH3:48])[CH2:46][C:45]5[C:40](=[CH:41][CH:42]=[CH:43][CH:44]=5)[CH2:39]3)=[O:37])[CH2:32][N:31]([C:49]([O:51][C:52]([CH3:55])([CH3:54])[CH3:53])=[O:50])[CH2:30]4)[N:21]3[C:26]=2[CH2:25][CH2:24][CH2:23][CH2:22]3)=[O:17])=[CH:11][CH:10]=1)C1C=CC=CC=1. (7) Given the product [Br:29][C:7]1[N:12]=[C:11]2[N:13]=[C:14]([O:17][CH2:18][C:19]3[CH:24]=[CH:23][C:22]([O:25][CH3:26])=[CH:21][CH:20]=3)[CH:15]=[CH:16][C:10]2=[N:9][CH:8]=1, predict the reactants needed to synthesize it. The reactants are: FC(F)(F)S(O[C:7]1[N:12]=[C:11]2[N:13]=[C:14]([O:17][CH2:18][C:19]3[CH:24]=[CH:23][C:22]([O:25][CH3:26])=[CH:21][CH:20]=3)[CH:15]=[CH:16][C:10]2=[N:9][CH:8]=1)(=O)=O.[Br-:29].